The task is: Binary Classification. Given a drug SMILES string, predict its activity (active/inactive) in a high-throughput screening assay against a specified biological target.. This data is from Tyrosyl-DNA phosphodiesterase HTS with 341,365 compounds. The drug is S\1c2c(OC1=C(\C(F)(F)F)C(OC)=O)ccc(c2)C. The result is 0 (inactive).